Dataset: Full USPTO retrosynthesis dataset with 1.9M reactions from patents (1976-2016). Task: Predict the reactants needed to synthesize the given product. (1) Given the product [CH:34]1([C:40]2[N:22]3[C:17]4[CH:16]=[CH:15][NH:14][C:18]=4[N:19]=[CH:20][C:21]3=[N:23][N:24]=2)[CH2:39][CH2:38][CH2:37][CH2:36][CH2:35]1, predict the reactants needed to synthesize it. The reactants are: C(C1C=CC(S([N:14]2[C:18]3=[N:19][CH:20]=[C:21]([NH:23][NH2:24])[N:22]=[C:17]3[CH:16]=[CH:15]2)(=O)=O)=CC=1)(C)(C)C.CCN(C(C)C)C(C)C.[CH:34]1([C:40](Cl)=O)[CH2:39][CH2:38][CH2:37][CH2:36][CH2:35]1.O=S(Cl)Cl.C([O-])([O-])=O.[Na+].[Na+]. (2) Given the product [F:8][C:4]1[CH:5]=[CH:6][CH:7]=[C:2]([F:1])[C:3]=1[N:9]1[C:14](=[O:15])[CH:13]=[CH:12][C:11]2[C:16]([NH:33][C:34]3[CH:39]=[CH:38][C:37]([F:40])=[C:36]([CH3:41])[N:35]=3)=[C:17]([C:19]([N:21]3[CH2:25][CH2:24][C@@H:23]([OH:26])[CH2:22]3)=[O:20])[S:18][C:10]1=2, predict the reactants needed to synthesize it. The reactants are: [F:1][C:2]1[CH:7]=[CH:6][CH:5]=[C:4]([F:8])[C:3]=1[N:9]1[C:14](=[O:15])[CH:13]=[CH:12][C:11]2[C:16]([NH:33][C:34]3[CH:39]=[CH:38][C:37]([F:40])=[C:36]([CH3:41])[N:35]=3)=[C:17]([C:19]([N:21]3[CH2:25][CH2:24][C@@H:23]([O:26]C4CCCCO4)[CH2:22]3)=[O:20])[S:18][C:10]1=2.C(O)C.Cl.[OH-].[Na+]. (3) Given the product [C:13]1([Si:45]([C:34]2[C:33]3[CH2:56][C:50]4[C:51](=[CH:52][CH:53]=[CH:54][CH:55]=4)[C:32]=3[CH:37]=[CH:36][CH:35]=2)([CH3:47])[CH3:46])[C:12]2[CH2:11][C:6]3[C:5](=[CH:24][CH:9]=[CH:8][CH:7]=3)[C:4]=2[CH:3]=[CH:2][CH:14]=1, predict the reactants needed to synthesize it. The reactants are: Br[C:2]1[CH:14]=[CH:13][C:12]2[C:11]3[C:6](=[CH:7][C:8](Br)=[CH:9]C=3)[C:5]([CH2:24]CCCCCCC)(CCCCCCCC)[C:4]=2[CH:3]=1.[CH3:32][CH2:33][CH2:34][CH2:35][CH2:36][CH3:37].C([Li])CCC.CO[Si:45](OC)([CH3:47])[CH3:46].[C:50]1([CH3:56])[CH:55]=[CH:54][CH:53]=[CH:52][CH:51]=1. (4) Given the product [Cl:20][C:18]1[CH:17]=[C:12]([CH:11]=[C:10]([C:7]2[CH:8]=[CH:9][C:4]([CH2:3][N:22]([CH3:23])[CH3:21])=[CH:5][CH:6]=2)[N:19]=1)[C:13]([O:15][CH3:16])=[O:14], predict the reactants needed to synthesize it. The reactants are: BrC[CH2:3][C:4]1[CH:9]=[CH:8][C:7]([C:10]2[CH:11]=[C:12]([CH:17]=[C:18]([Cl:20])[N:19]=2)[C:13]([O:15][CH3:16])=[O:14])=[CH:6][CH:5]=1.[CH3:21][NH:22][CH3:23]. (5) Given the product [S:20]([OH:23])([O:18][CH2:17][CH2:16][S:13]([C:5]1[CH:6]=[CH:7][C:8]([N+:10]([O-:12])=[O:11])=[CH:9][C:4]=1[N+:1]([O-:3])=[O:2])(=[O:15])=[O:14])(=[O:22])=[O:21], predict the reactants needed to synthesize it. The reactants are: [N+:1]([C:4]1[CH:9]=[C:8]([N+:10]([O-:12])=[O:11])[CH:7]=[CH:6][C:5]=1[S:13]([CH2:16][CH2:17][OH:18])(=[O:15])=[O:14])([O-:3])=[O:2].O.[S:20](=O)(=[O:23])([OH:22])[OH:21].[Cl-].[Na+]. (6) Given the product [CH3:38][N:35]1[CH:36]=[CH:37][C:33]([NH:32][C:6]([C:8]2[CH:19]=[C:18]([O:20][C:21]3[CH:26]=[CH:25][C:24]([S:27]([CH3:30])(=[O:29])=[O:28])=[C:23]([F:31])[CH:22]=3)[C:11]3[CH2:12][C:13]([CH2:16][OH:17])([CH3:15])[O:14][C:10]=3[CH:9]=2)=[O:5])=[N:34]1, predict the reactants needed to synthesize it. The reactants are: C([O:5][C:6]([C:8]1[CH:19]=[C:18]([O:20][C:21]2[CH:26]=[CH:25][C:24]([S:27]([CH3:30])(=[O:29])=[O:28])=[C:23]([F:31])[CH:22]=2)[C:11]2[CH2:12][C:13]([CH2:16][OH:17])([CH3:15])[O:14][C:10]=2[CH:9]=1)=O)(C)(C)C.[NH2:32][C:33]1[CH:37]=[CH:36][N:35]([CH3:38])[N:34]=1. (7) Given the product [C:1]([O:5][C:6](=[O:12])[NH:7][CH2:8][CH2:9][CH2:10][NH:11][CH:21]1[C:22]2[N:13]=[CH:14][CH:15]=[CH:16][C:17]=2[CH2:18][CH2:19][CH2:20]1)([CH3:4])([CH3:2])[CH3:3], predict the reactants needed to synthesize it. The reactants are: [C:1]([O:5][C:6](=[O:12])[NH:7][CH2:8][CH2:9][CH2:10][NH2:11])([CH3:4])([CH3:3])[CH3:2].[N:13]1[C:22]2[C:21](=O)[CH2:20][CH2:19][CH2:18][C:17]=2[CH:16]=[CH:15][CH:14]=1.[BH-](OC(C)=O)(OC(C)=O)OC(C)=O.[Na+].